Dataset: Full USPTO retrosynthesis dataset with 1.9M reactions from patents (1976-2016). Task: Predict the reactants needed to synthesize the given product. (1) Given the product [Cl:12][C:9]1[CH:8]=[CH:7][CH:6]=[C:5]2[C:10]=1[N:11]=[C:2]([C:29]1[CH:30]=[CH:31][CH:32]=[CH:33][C:28]=1[S:27][CH3:26])[C:3]([C@@H:13]([N:15]1[C:16](=[O:25])[C:17]3[C:22](=[CH:21][CH:20]=[CH:19][CH:18]=3)[C:23]1=[O:24])[CH3:14])=[N:4]2, predict the reactants needed to synthesize it. The reactants are: Cl[C:2]1[C:3]([C@@H:13]([N:15]2[C:23](=[O:24])[C:22]3[C:17](=[CH:18][CH:19]=[CH:20][CH:21]=3)[C:16]2=[O:25])[CH3:14])=[N:4][C:5]2[C:10]([N:11]=1)=[C:9]([Cl:12])[CH:8]=[CH:7][CH:6]=2.[CH3:26][S:27][C:28]1[CH:33]=[CH:32][CH:31]=[CH:30][C:29]=1B(O)O.C(=O)([O-])[O-].[K+].[K+].C(Cl)Cl. (2) Given the product [Br:1][C:2]1[CH:3]=[C:4]([C:19]#[C:18][C:16]2[CH:15]=[CH:14][C:13]([O:20][CH:21]([F:23])[F:22])=[C:12]([CH:9]3[CH2:11][CH2:10]3)[CH:17]=2)[CH:5]=[CH:6][CH:7]=1, predict the reactants needed to synthesize it. The reactants are: [Br:1][C:2]1[CH:3]=[C:4](I)[CH:5]=[CH:6][CH:7]=1.[CH:9]1([C:12]2[CH:17]=[C:16]([C:18]#[CH:19])[CH:15]=[CH:14][C:13]=2[O:20][CH:21]([F:23])[F:22])[CH2:11][CH2:10]1. (3) The reactants are: [Cl-].[CH3:2][O:3][CH2:4][P+](C1C=CC=CC=1)(C1C=CC=CC=1)C1C=CC=CC=1.CC([O-])(C)C.[K+].[CH2:30]([O:32][C:33]1[CH:48]=[CH:47][C:36]([O:37][CH2:38][CH:39]2[CH2:44][CH2:43][CH:42]([CH:45]=O)[CH2:41][CH2:40]2)=[C:35]([F:49])[C:34]=1[F:50])[CH3:31].O. Given the product [CH2:30]([O:32][C:33]1[CH:48]=[CH:47][C:36]([O:37][CH2:38][CH:39]2[CH2:44][CH2:43][CH:42]([CH:45]=[CH:2][O:3][CH3:4])[CH2:41][CH2:40]2)=[C:35]([F:49])[C:34]=1[F:50])[CH3:31], predict the reactants needed to synthesize it. (4) Given the product [CH2:2]([O:3][CH2:4][C:5]([NH:16][NH:15][C:13](=[O:14])[C:12]1[CH:17]=[CH:18][C:9]([Cl:8])=[N:10][CH:11]=1)=[O:6])[CH3:1], predict the reactants needed to synthesize it. The reactants are: [CH3:1][CH2:2][O:3][CH2:4][C:5](Cl)=[O:6].[Cl:8][C:9]1[CH:18]=[CH:17][C:12]([C:13]([NH:15][NH2:16])=[O:14])=[CH:11][N:10]=1.CN1CCOCC1. (5) Given the product [Cl:25][C:11]1[CH:12]=[C:13]([NH:16][C:17]2[CH:22]=[CH:21][C:20]([F:23])=[CH:19][C:18]=2[F:24])[CH:14]=[CH:15][C:10]=1[C:8]([C:6]1[CH:7]=[C:2]([NH:1][C:36]([NH:35][C:31]2[CH:32]=[CH:33][CH:34]=[C:29]([C:27]#[N:28])[CH:30]=2)=[O:37])[CH:3]=[CH:4][C:5]=1[CH3:26])=[O:9], predict the reactants needed to synthesize it. The reactants are: [NH2:1][C:2]1[CH:3]=[CH:4][C:5]([CH3:26])=[C:6]([C:8]([C:10]2[CH:15]=[CH:14][C:13]([NH:16][C:17]3[CH:22]=[CH:21][C:20]([F:23])=[CH:19][C:18]=3[F:24])=[CH:12][C:11]=2[Cl:25])=[O:9])[CH:7]=1.[C:27]([C:29]1[CH:30]=[C:31]([N:35]=[C:36]=[O:37])[CH:32]=[CH:33][CH:34]=1)#[N:28].